From a dataset of Catalyst prediction with 721,799 reactions and 888 catalyst types from USPTO. Predict which catalyst facilitates the given reaction. (1) Reactant: [OH:1][C:2]([C:4]([F:7])([F:6])[F:5])=[O:3].[F:8][CH:9]([F:37])[CH2:10][NH:11][C:12]1[N:17]=[C:16]2[CH2:18][NH:19][CH2:20][CH2:21][C:15]2=[N:14][C:13]=1[N:22]1[CH2:27][CH2:26][CH:25]([O:28][C:29]2[CH:34]=[CH:33][C:32]([F:35])=[CH:31][C:30]=2[F:36])[CH2:24][CH2:23]1.[CH3:38][N:39]([CH3:43])[C:40](Cl)=[O:41].CCN(C(C)C)C(C)C. Product: [F:37][CH:9]([F:8])[CH2:10][NH:11][C:12]1[N:17]=[C:16]2[CH2:18][N:19]([C:40]([N:39]([CH3:43])[CH3:38])=[O:41])[CH2:20][CH2:21][C:15]2=[N:14][C:13]=1[N:22]1[CH2:23][CH2:24][CH:25]([O:28][C:29]2[CH:34]=[CH:33][C:32]([F:35])=[CH:31][C:30]=2[F:36])[CH2:26][CH2:27]1.[C:2]([OH:3])([C:4]([F:7])([F:6])[F:5])=[O:1]. The catalyst class is: 59. (2) Reactant: [CH3:1][O:2][C:3]1[C:8]([N+:9]([O-])=O)=[CH:7][C:6]([CH3:12])=[CH:5][N:4]=1. Product: [CH3:1][O:2][C:3]1[C:8]([NH2:9])=[CH:7][C:6]([CH3:12])=[CH:5][N:4]=1. The catalyst class is: 123. (3) Reactant: [NH2:1][C:2]1[N:6]([C:7]2[C:12]([Cl:13])=[CH:11][C:10]([C:14]([F:17])([F:16])[F:15])=[CH:9][C:8]=2[Cl:18])[N:5]=[C:4]([C:19]#[N:20])[C:3]=1[C:21]1([C:24]([NH2:26])=O)[CH2:23][CH2:22]1.COC1C=CC(P2(SP(C3C=CC(OC)=CC=3)(=S)S2)=[S:36])=CC=1. Product: [NH2:1][C:2]1[N:6]([C:7]2[C:12]([Cl:13])=[CH:11][C:10]([C:14]([F:17])([F:16])[F:15])=[CH:9][C:8]=2[Cl:18])[N:5]=[C:4]([C:19]#[N:20])[C:3]=1[C:21]1([C:24](=[S:36])[NH2:26])[CH2:23][CH2:22]1. The catalyst class is: 30. (4) Reactant: C([N:3](CC)CC)C.Cl[C:9]([CH:11]=[CH:12][C:13]1[CH:18]=[CH:17][C:16](OC(=O)C2C=CC(F)=C(F)C=2)=[CH:15][CH:14]=1)=[O:10].[CH3:30][OH:31]. Product: [C:9]1(=[O:10])[NH:3][C:30](=[O:31])[CH:12]=[CH:11]1.[CH2:11]=[CH:12][C:13]1[CH:18]=[CH:17][CH:16]=[CH:15][CH:14]=1. The catalyst class is: 60. (5) Reactant: [F:1][CH:2]([F:11])[C:3]1[CH:10]=[CH:9][C:6]([CH:7]=[O:8])=[CH:5][CH:4]=1.[N+:12]([CH:14](S(C1C=CC(C)=CC=1)(=O)=O)[CH3:15])#[C-:13].C([O-])([O-])=O.[K+].[K+]. Product: [F:1][CH:2]([F:11])[C:3]1[CH:4]=[CH:5][C:6]([C:7]2[O:8][CH:13]=[N:12][C:14]=2[CH3:15])=[CH:9][CH:10]=1. The catalyst class is: 5.